From a dataset of Full USPTO retrosynthesis dataset with 1.9M reactions from patents (1976-2016). Predict the reactants needed to synthesize the given product. (1) The reactants are: [NH2:1][C@@:2]([CH3:13])([CH2:6][CH:7]1[CH2:12][CH2:11][CH2:10][CH2:9][CH2:8]1)[C:3]([OH:5])=[O:4].[CH3:14][C:15]([O:18][C:19](O[C:19]([O:18][C:15]([CH3:17])([CH3:16])[CH3:14])=[O:20])=[O:20])([CH3:17])[CH3:16]. Given the product [C:15]([O:18][C:19]([NH:1][C@@:2]([CH3:13])([CH2:6][CH:7]1[CH2:12][CH2:11][CH2:10][CH2:9][CH2:8]1)[C:3]([OH:5])=[O:4])=[O:20])([CH3:17])([CH3:16])[CH3:14], predict the reactants needed to synthesize it. (2) The reactants are: [Cl:1][C:2]1[CH:7]=[CH:6][C:5]([S:8](Cl)(=[O:10])=[O:9])=[CH:4][CH:3]=1.C([O:14][C:15](=[O:22])[C@@H:16]1[CH2:21][CH2:20][CH2:19][NH:18][CH2:17]1)C. Given the product [Cl:1][C:2]1[CH:7]=[CH:6][C:5]([S:8]([N:18]2[CH2:19][CH2:20][CH2:21][C@@H:16]([C:15]([OH:22])=[O:14])[CH2:17]2)(=[O:10])=[O:9])=[CH:4][CH:3]=1, predict the reactants needed to synthesize it. (3) Given the product [Cl:18][CH2:17][CH2:16][CH2:15][O:1][C:2]1[CH:3]=[CH:4][C:5]2[CH2:11][CH2:10][NH:9][C:8](=[O:12])[NH:7][C:6]=2[CH:13]=1, predict the reactants needed to synthesize it. The reactants are: [OH:1][C:2]1[CH:3]=[CH:4][C:5]2[CH2:11][CH2:10][NH:9][C:8](=[O:12])[NH:7][C:6]=2[CH:13]=1.Br[CH2:15][CH2:16][CH2:17][Cl:18].C(=O)([O-])[O-].[Cs+].[Cs+]. (4) Given the product [CH3:1][CH:2]([CH3:5])[CH:3]=[C:7]([C:8]([O:10][CH2:11][CH3:12])=[O:9])[C:6]([O:14][CH2:15][CH3:16])=[O:13], predict the reactants needed to synthesize it. The reactants are: [CH3:1][CH:2]([CH3:5])[CH:3]=O.[C:6]([O:14][CH2:15][CH3:16])(=[O:13])[CH2:7][C:8]([O:10][CH2:11][CH3:12])=[O:9].N1CCCCC1. (5) Given the product [ClH:38].[NH2:8][N:9]1[C:15](=[O:16])[CH:14]([C:25](=[O:28])[CH2:31][O:34][CH3:35])[C:13]2[CH:17]=[CH:18][CH:19]=[CH:20][C:12]=2[C:11]2[CH:21]=[CH:22][CH:23]=[CH:24][C:10]1=2, predict the reactants needed to synthesize it. The reactants are: C([NH:8][N:9]1[C:15](=[O:16])[CH2:14][C:13]2[CH:17]=[CH:18][CH:19]=[CH:20][C:12]=2[C:11]2[CH:21]=[CH:22][CH:23]=[CH:24][C:10]1=2)(OC(C)(C)C)=O.[C:25]([O-:28])([O-])=O.[Cs+].[Cs+].[C:31]([O:34][CH2:35]Br)(=O)C.C(Cl)[Cl:38].